From a dataset of Peptide-MHC class II binding affinity with 134,281 pairs from IEDB. Regression. Given a peptide amino acid sequence and an MHC pseudo amino acid sequence, predict their binding affinity value. This is MHC class II binding data. (1) The peptide sequence is VHAQTVEDEARRMWA. The MHC is DRB1_0401 with pseudo-sequence DRB1_0401. The binding affinity (normalized) is 0.117. (2) The peptide sequence is EYLILSARDVLAVVS. The MHC is DRB1_1501 with pseudo-sequence DRB1_1501. The binding affinity (normalized) is 0.293.